The task is: Regression. Given two drug SMILES strings and cell line genomic features, predict the synergy score measuring deviation from expected non-interaction effect.. This data is from NCI-60 drug combinations with 297,098 pairs across 59 cell lines. (1) Drug 1: CNC(=O)C1=NC=CC(=C1)OC2=CC=C(C=C2)NC(=O)NC3=CC(=C(C=C3)Cl)C(F)(F)F. Drug 2: CN(CCCl)CCCl.Cl. Cell line: U251. Synergy scores: CSS=17.5, Synergy_ZIP=-2.68, Synergy_Bliss=-0.841, Synergy_Loewe=-26.6, Synergy_HSA=-1.72. (2) Drug 1: CC1CCC2CC(C(=CC=CC=CC(CC(C(=O)C(C(C(=CC(C(=O)CC(OC(=O)C3CCCCN3C(=O)C(=O)C1(O2)O)C(C)CC4CCC(C(C4)OC)OCCO)C)C)O)OC)C)C)C)OC. Drug 2: C1CN(P(=O)(OC1)NCCCl)CCCl. Cell line: MOLT-4. Synergy scores: CSS=10.6, Synergy_ZIP=5.20, Synergy_Bliss=4.35, Synergy_Loewe=-2.11, Synergy_HSA=-2.96. (3) Drug 1: CN1C(=O)N2C=NC(=C2N=N1)C(=O)N. Drug 2: CC1=C(C=C(C=C1)NC(=O)C2=CC=C(C=C2)CN3CCN(CC3)C)NC4=NC=CC(=N4)C5=CN=CC=C5. Cell line: NCI-H460. Synergy scores: CSS=-4.76, Synergy_ZIP=3.80, Synergy_Bliss=1.87, Synergy_Loewe=-5.43, Synergy_HSA=-4.90.